From a dataset of Serine/threonine kinase 33 screen with 319,792 compounds. Binary Classification. Given a drug SMILES string, predict its activity (active/inactive) in a high-throughput screening assay against a specified biological target. (1) The molecule is O(c1cc(CNc2c(ccc(c2)C)C)cc(OC)c1OC)C. The result is 0 (inactive). (2) The molecule is O=C(Nc1cc2c(cc(N3CCN(CC3)C)nc2cc1)C)CCC(=O)Nc1c(OC)ccc(c1)C. The result is 0 (inactive). (3) The molecule is Fc1ccc(C(c2ccc(cc2)C(=O)c2ccccc2)C(=O)N)cc1. The result is 0 (inactive). (4) The drug is Brc1c2nc(sc2ccc1)N1CCN(CC1)c1ccccc1. The result is 0 (inactive). (5) The compound is FC(F)(F)c1cc(C(=O)C2CCCN(C2)Cc2c(O)cccc2)ccc1. The result is 0 (inactive). (6) The compound is s1c(C(=O)Nc2c(P(=O)(N3CCOCC3)Nc3ccc([N+]([O-])=O)cc3)ccc(N(C)C)c2)ccc1. The result is 0 (inactive).